Task: Predict the reaction yield, written as a fraction of the theoretical maximum amount of product (1.0 means a 100% yield; for example, 0.34 means a 34% yield).. Dataset: Reaction yield outcomes from USPTO patents with 853,638 reactions (1) The reactants are [CH3:1][N:2]([C:10]1[CH:15]=[C:14]([O:16][C:17]2[CH:22]=[CH:21][CH:20]=[C:19]([N:23]3[CH2:28][CH2:27][O:26][CH2:25][CH2:24]3)[CH:18]=2)[CH:13]=[CH:12][C:11]=1[N+:29]([O-])=O)[C:3](=[O:9])[O:4][C:5]([CH3:8])([CH3:7])[CH3:6].[H][H]. The catalyst is C(OCC)(=O)C.[C].[Pd]. The product is [NH2:29][C:11]1[CH:12]=[CH:13][C:14]([O:16][C:17]2[CH:22]=[CH:21][CH:20]=[C:19]([N:23]3[CH2:24][CH2:25][O:26][CH2:27][CH2:28]3)[CH:18]=2)=[CH:15][C:10]=1[N:2]([CH3:1])[C:3](=[O:9])[O:4][C:5]([CH3:6])([CH3:7])[CH3:8]. The yield is 0.960. (2) The reactants are [CH3:1][C:2]1[C:16](=[O:17])[N:15]=[C:14]2[N:4]([C@@H:5]3[O:9][C@H:8]([CH2:10][OH:11])[C@@H:7]([OH:12])[C@@H:6]3[O:13]2)[CH:3]=1.[CH3:18][O:19][CH2:20][CH2:21][O:22]B([O:22][CH2:21][CH2:20][O:19][CH3:18])[O:22][CH2:21][CH2:20][O:19][CH3:18]. The catalyst is COCCO. The product is [CH3:18][O:19][CH2:20][CH2:21][O:22][C@@H:6]1[C@H:7]([OH:12])[C@@H:8]([CH2:10][OH:11])[O:9][C@H:5]1[N:4]1[CH:3]=[C:2]([CH3:1])[C:16](=[O:17])[NH:15][C:14]1=[O:13]. The yield is 0.630. (3) The reactants are [H-].[Na+].[CH:3]1([C:9]2[CH:14]=[CH:13][C:12]([C:15]3[NH:19][CH:18]=[C:17]([CH:20]=[O:21])[CH:16]=3)=[CH:11][CH:10]=2)[CH2:8][CH2:7][CH2:6][CH2:5][CH2:4]1.[N:22]1[CH:27]=[CH:26][CH:25]=[C:24]([S:28](Cl)(=[O:30])=[O:29])[CH:23]=1. The catalyst is O1CCCC1. The product is [CH:3]1([C:9]2[CH:14]=[CH:13][C:12]([C:15]3[N:19]([S:28]([C:24]4[CH:23]=[N:22][CH:27]=[CH:26][CH:25]=4)(=[O:30])=[O:29])[CH:18]=[C:17]([CH:20]=[O:21])[CH:16]=3)=[CH:11][CH:10]=2)[CH2:4][CH2:5][CH2:6][CH2:7][CH2:8]1. The yield is 0.970. (4) The reactants are [CH3:1][N:2]([CH3:12])[C:3]1[CH:8]=[CH:7][C:6]([C:9](=[O:11])[CH3:10])=[CH:5][CH:4]=1. The catalyst is CN(C(OC)OC)C.C1(C)C=CC=CC=1.CC(O)=O. The product is [CH3:1][N:2]([CH3:12])/[CH:3]=[CH:10]/[C:9]([C:6]1[CH:7]=[CH:8][C:3]([N:2]([CH3:1])[CH3:12])=[CH:4][CH:5]=1)=[O:11]. The yield is 0.180. (5) The reactants are [CH3:1][Mg]Cl.CON(C)[C:7](=[O:18])[CH2:8][C:9]1[CH:14]=[C:13]([F:15])[CH:12]=[C:11]([F:16])[C:10]=1[F:17]. The catalyst is C1COCC1. The product is [F:17][C:10]1[C:11]([F:16])=[CH:12][C:13]([F:15])=[CH:14][C:9]=1[CH2:8][C:7](=[O:18])[CH3:1]. The yield is 0.850. (6) The catalyst is [Cu]I.C1C=CC([P]([Pd]([P](C2C=CC=CC=2)(C2C=CC=CC=2)C2C=CC=CC=2)([P](C2C=CC=CC=2)(C2C=CC=CC=2)C2C=CC=CC=2)[P](C2C=CC=CC=2)(C2C=CC=CC=2)C2C=CC=CC=2)(C2C=CC=CC=2)C2C=CC=CC=2)=CC=1. The yield is 0.340. The reactants are [CH:1]([C@@H:3]1[CH2:7][CH2:6][CH2:5][N:4]1[C:8]([O:10][C:11]([CH3:14])([CH3:13])[CH3:12])=[O:9])=O.C#C.CC[N:19](CC)[CH2:20][CH3:21].C[N:25](C=O)C. The product is [NH:25]1[CH:21]=[CH:20][N:19]=[C:1]1[C@@H:3]1[CH2:7][CH2:6][CH2:5][N:4]1[C:8]([O:10][C:11]([CH3:14])([CH3:13])[CH3:12])=[O:9].